Dataset: Catalyst prediction with 721,799 reactions and 888 catalyst types from USPTO. Task: Predict which catalyst facilitates the given reaction. (1) Reactant: [F:1][CH:2]([F:28])[O:3][C:4]1[CH:5]=[C:6]([C:10]2[N:15]=[C:14]([CH2:16][C:17]3[CH:18]=[N:19][C:20]([C:23]#[N:24])=[N:21][CH:22]=3)[CH:13]=[N:12][C:11]=2[O:25][CH2:26][CH3:27])[CH:7]=[CH:8][CH:9]=1.[OH-:29].[Na+].OO. Product: [F:28][CH:2]([F:1])[O:3][C:4]1[CH:5]=[C:6]([C:10]2[N:15]=[C:14]([CH2:16][C:17]3[CH:18]=[N:19][C:20]([C:23]([NH2:24])=[O:29])=[N:21][CH:22]=3)[CH:13]=[N:12][C:11]=2[O:25][CH2:26][CH3:27])[CH:7]=[CH:8][CH:9]=1. The catalyst class is: 5. (2) Reactant: [CH3:1][C:2]1[CH:7]=[C:6]([CH3:8])[CH:5]=[C:4]([CH3:9])[C:3]=1[N:10]=[C:11]([C:13]1[CH:18]=[CH:17][CH:16]=[C:15]([C:19](=O)[CH3:20])[N:14]=1)[CH3:12].[F:22][C:23]1[CH:29]=[CH:28][CH:27]=[CH:26][C:24]=1[NH2:25]. Product: [CH3:1][C:2]1[CH:7]=[C:6]([CH3:8])[CH:5]=[C:4]([CH3:9])[C:3]=1[N:10]=[C:11]([C:13]1[CH:18]=[CH:17][CH:16]=[C:15]([C:19](=[N:25][C:24]2[CH:26]=[CH:27][CH:28]=[CH:29][C:23]=2[F:22])[CH3:20])[N:14]=1)[CH3:12]. The catalyst class is: 11. (3) Reactant: [H-].[H-].[H-].[H-].[Li+].[Al+3].[CH:7]1([N:11]2[CH2:17][CH2:16][CH2:15][N:14]([C:18]([N:20]3[CH2:23][CH:22]([O:24][C:25]4[CH:26]=[CH:27][C:28]([C:31]([CH3:37])([CH3:36])[C:32](OC)=[O:33])=[N:29][CH:30]=4)[CH2:21]3)=[O:19])[CH2:13][CH2:12]2)[CH2:10][CH2:9][CH2:8]1. Product: [CH:7]1([N:11]2[CH2:17][CH2:16][CH2:15][N:14]([C:18]([N:20]3[CH2:21][CH:22]([O:24][C:25]4[CH:26]=[CH:27][C:28]([C:31]([CH3:37])([CH3:36])[CH2:32][OH:33])=[N:29][CH:30]=4)[CH2:23]3)=[O:19])[CH2:13][CH2:12]2)[CH2:10][CH2:9][CH2:8]1. The catalyst class is: 1. (4) Product: [CH2:26]([N:16]([C:12]1[N:13]=[C:14]([CH3:15])[C:9]2[CH:8]([CH3:28])[CH2:7][N:6]([CH:3]([CH2:1][CH3:2])[CH2:4][CH3:5])[C:10]=2[N:11]=1)[C:17]1[C:18]([CH3:25])=[CH:19][C:20]([CH3:24])=[CH:21][C:22]=1[CH3:23])[CH3:27].[CH2:26]([N:16]([C:12]1[N:13]=[C:14]([CH3:15])[C:9]2[C:8]([CH3:28])=[CH:7][N:6]([CH:3]([CH2:4][CH3:5])[CH2:1][CH3:2])[C:10]=2[N:11]=1)[C:17]1[C:18]([CH3:25])=[CH:19][C:20]([CH3:24])=[CH:21][C:22]=1[CH3:23])[CH3:27]. The catalyst class is: 7. Reactant: [CH2:1]([CH:3]([N:6]1[C:10]2[N:11]=[C:12]([N:16]([CH2:26][CH3:27])[C:17]3[C:22]([CH3:23])=[CH:21][C:20]([CH3:24])=[CH:19][C:18]=3[CH3:25])[N:13]=[C:14]([CH3:15])[C:9]=2[C:8](O)([CH3:28])[C:7]1=O)[CH2:4][CH3:5])[CH3:2]. (5) Reactant: Br.[N:2]1([C:8](=[NH:10])[NH2:9])[CH2:7][CH2:6][O:5][CH2:4][CH2:3]1.[CH:11]12[CH2:20][CH:15]3[CH2:16][CH:17]([CH2:19][CH:13]([CH2:14]3)[CH:12]1[NH:21][C:22](=[O:34])[C:23](=[CH:30]N(C)C)[C:24](=O)[C:25]([CH3:28])([CH3:27])[CH3:26])[CH2:18]2.C[O-].[Na+]. Product: [CH:13]12[CH2:19][CH:17]3[CH2:16][CH:15]([CH2:20][CH:11]([CH2:18]3)[CH:12]1[NH:21][C:22]([C:23]1[C:24]([C:25]([CH3:28])([CH3:27])[CH3:26])=[N:10][C:8]([N:2]3[CH2:7][CH2:6][O:5][CH2:4][CH2:3]3)=[N:9][CH:30]=1)=[O:34])[CH2:14]2. The catalyst class is: 5.